This data is from Full USPTO retrosynthesis dataset with 1.9M reactions from patents (1976-2016). The task is: Predict the reactants needed to synthesize the given product. (1) Given the product [NH2:20][C:17]1[O:18][CH2:19][C@:15]2([C:4]3[C:5](=[N:6][CH:7]=[C:2]([C:41]#[C:40][C:38]([CH3:39])([OH:42])[CH3:37])[CH:3]=3)[O:8][C:9]3[C:14]2=[CH:13][C:12]([C:21]2[CH:22]=[N:23][CH:24]=[N:25][CH:26]=2)=[CH:11][CH:10]=3)[N:16]=1, predict the reactants needed to synthesize it. The reactants are: Br[C:2]1[CH:3]=[C:4]2[C@:15]3([CH2:19][O:18][C:17]([NH2:20])=[N:16]3)[C:14]3[C:9](=[CH:10][CH:11]=[C:12]([C:21]4[CH:22]=[N:23][CH:24]=[N:25][CH:26]=4)[CH:13]=3)[O:8][C:5]2=[N:6][CH:7]=1.C1COCC1.CN(C=O)C.[CH3:37][C:38]([OH:42])([C:40]#[CH:41])[CH3:39]. (2) Given the product [CH3:40][N:36]1[C:35]([C:31]2[CH:30]=[C:29]([C:27]3[CH2:26][C:25](=[O:41])[NH:24][C:9]4[CH:10]=[C:11]([C:20]([F:23])([F:22])[F:21])[C:12]([N:14]5[CH2:19][CH2:18][O:17][CH2:16][CH2:15]5)=[CH:13][C:8]=4[N:7]=3)[CH:34]=[CH:33][CH:32]=2)=[CH:39][CH:38]=[N:37]1, predict the reactants needed to synthesize it. The reactants are: C(OC(=O)[NH:7][C:8]1[CH:13]=[C:12]([N:14]2[CH2:19][CH2:18][O:17][CH2:16][CH2:15]2)[C:11]([C:20]([F:23])([F:22])[F:21])=[CH:10][C:9]=1[NH:24][C:25](=[O:41])[CH2:26][C:27]([C:29]1[CH:34]=[CH:33][CH:32]=[C:31]([C:35]2[N:36]([CH3:40])[N:37]=[CH:38][CH:39]=2)[CH:30]=1)=O)(C)(C)C.C(O)(C(F)(F)F)=O.